This data is from Experimentally validated miRNA-target interactions with 360,000+ pairs, plus equal number of negative samples. The task is: Binary Classification. Given a miRNA mature sequence and a target amino acid sequence, predict their likelihood of interaction. (1) The miRNA is mmu-miR-27a-3p with sequence UUCACAGUGGCUAAGUUCCGC. The protein sequence of the target gene is MTGAEIESGAQVKPEKKPGEEVVGGAEIENDVPLVVRPKVRTQAQIMPGARPKNKSKVMPGASTKVETSAVGGARPKSKAKAIPVSRFKEEAQMWAQPRFGAERLSKTERNSQTNIIASPLVSTDSVLVAKTKYLSEDRELVNTDTESFPRRKAHYQAGFQPSFRSKEETNMGSWCCPRPTSKQEASPNSDFKWVDKSVSSLFWSGDEVTAKFHPGNRVKDSNRSMHMANQEANTMSRSQTNQELYIASSSGSEDESVKTPWFWARDKTNTWSGPREDPNSRSRFRSKKEVYVESSSGSE.... Result: 0 (no interaction). (2) The miRNA is hsa-miR-99a-3p with sequence CAAGCUCGCUUCUAUGGGUCUG. The protein sequence of the target gene is MKIKDAKKPSFPWFGMDIGGTLVKLSYFEPIDITAEEEQEEVESLKSIRKYLTSNVAYGSTGIRDVHLELKDLTLFGRRGNLHFIRFPTQDLPTFIQMGRDKNFSTLQTVLSATGGGAYKFEKDFRTIGNLHLHKLDELDCLVKGLLYIDSVSFNGQAECYYFANASEPERCQKMPFNLDDPYPLLVVNIGSGVSILAVHSKDNYKRVTGTSLGGGTFLGLCSLLTGCESFEEALEMASKGDSTQADRLVRDIYGGDYERFGLPGWAVASSFGNMIYKEKRETVSKEDLARATLVTITNN.... Result: 0 (no interaction). (3) The miRNA is hsa-miR-1208 with sequence UCACUGUUCAGACAGGCGGA. The protein sequence of the target gene is MRNMIPQDNENPPQQGEANQNDSVAFEDVAVNFTPDEWALLDPSQKNLYREVMQETLRNLASIEVLWKRDSLKVKVISMEKF. Result: 1 (interaction).